From a dataset of Full USPTO retrosynthesis dataset with 1.9M reactions from patents (1976-2016). Predict the reactants needed to synthesize the given product. (1) Given the product [CH2:1]([N:8]1[CH2:14][CH:13]2[N:15]([C:16]([O:18][C:19]([CH3:22])([CH3:21])[CH3:20])=[O:17])[CH:10]([CH2:11][CH2:12]2)[CH2:9]1)[C:2]1[CH:3]=[CH:4][CH:5]=[CH:6][CH:7]=1, predict the reactants needed to synthesize it. The reactants are: [CH2:1]([N:8]1[CH2:14][CH:13]2[NH:15][CH:10]([CH2:11][CH2:12]2)[CH2:9]1)[C:2]1[CH:7]=[CH:6][CH:5]=[CH:4][CH:3]=1.[C:16](O[C:16]([O:18][C:19]([CH3:22])([CH3:21])[CH3:20])=[O:17])([O:18][C:19]([CH3:22])([CH3:21])[CH3:20])=[O:17].C(Cl)Cl.CO. (2) Given the product [CH3:24][O:23][C:13]1[CH:12]=[C:11]([C:8]2[N:4]3[CH2:5][CH2:6][CH2:7][C:2]([O:38][C:34]4[CH:35]=[CH:36][CH:37]=[C:32]([C:31]([F:30])([F:39])[F:40])[CH:33]=4)([C:25]([O:27][CH2:28][CH3:29])=[O:26])[C:3]3=[N:10][N:9]=2)[CH:16]=[CH:15][C:14]=1[C:17]1[O:21][C:20]([CH3:22])=[N:19][CH:18]=1, predict the reactants needed to synthesize it. The reactants are: Cl[C:2]1([C:25]([O:27][CH2:28][CH3:29])=[O:26])[CH2:7][CH2:6][CH2:5][N:4]2[C:8]([C:11]3[CH:16]=[CH:15][C:14]([C:17]4[O:21][C:20]([CH3:22])=[N:19][CH:18]=4)=[C:13]([O:23][CH3:24])[CH:12]=3)=[N:9][N:10]=[C:3]12.[F:30][C:31]([F:40])([F:39])[C:32]1[CH:33]=[C:34]([OH:38])[CH:35]=[CH:36][CH:37]=1.C(=O)([O-])[O-].[K+].[K+].C(=O)([O-])O.[Na+]. (3) Given the product [NH2:48][C:47]1[C:41]2[C:40](=[CH:45][CH:44]=[CH:43][C:42]=2[F:46])[C:32]([C:17]2[CH:18]=[C:19]([C:20]([F:21])([F:22])[F:23])[C:14](=[O:13])[NH:15][CH:16]=2)([C:28]2[CH:29]=[CH:30][CH:31]=[C:26]([Br:25])[CH:27]=2)[N:33]=1, predict the reactants needed to synthesize it. The reactants are: C([Li])CCC.[Si]([O:13][C:14]1[C:19]([C:20]([F:23])([F:22])[F:21])=[CH:18][C:17](I)=[CH:16][N:15]=1)(C(C)(C)C)(C)C.[Br:25][C:26]1[CH:27]=[C:28]([C:32]([C:40]2[CH:45]=[CH:44][CH:43]=[C:42]([F:46])[C:41]=2[C:47]#[N:48])=[N:33]S(C(C)(C)C)=O)[CH:29]=[CH:30][CH:31]=1.Cl. (4) Given the product [OH:12][C:11]1[C:6]2[CH:5]=[C:4]([CH2:3][CH2:2][NH:1][C:14](=[O:16])[CH3:15])[S:13][C:7]=2[N:8]=[CH:9][N:10]=1, predict the reactants needed to synthesize it. The reactants are: [NH2:1][CH2:2][CH2:3][C:4]1[S:13][C:7]2[N:8]=[CH:9][N:10]=[C:11]([OH:12])[C:6]=2[CH:5]=1.[C:14](Cl)(=[O:16])[CH3:15].